This data is from Full USPTO retrosynthesis dataset with 1.9M reactions from patents (1976-2016). The task is: Predict the reactants needed to synthesize the given product. Given the product [Br:1][C:2]1[CH:7]=[CH:6][C:5]([C:17]2[CH:18]=[CH:19][C:14]([CH3:13])=[CH:15][CH:16]=2)=[CH:4][C:3]=1[C:9]([F:12])([F:11])[F:10], predict the reactants needed to synthesize it. The reactants are: [Br:1][C:2]1[CH:7]=[CH:6][C:5](Br)=[CH:4][C:3]=1[C:9]([F:12])([F:11])[F:10].[CH3:13][C:14]1[CH:19]=[CH:18][C:17](B(O)O)=[CH:16][CH:15]=1.C(=O)([O-])[O-].[K+].[K+].